Dataset: NCI-60 drug combinations with 297,098 pairs across 59 cell lines. Task: Regression. Given two drug SMILES strings and cell line genomic features, predict the synergy score measuring deviation from expected non-interaction effect. Drug 1: C1=CC(=CC=C1CCCC(=O)O)N(CCCl)CCCl. Drug 2: CC1CCC2CC(C(=CC=CC=CC(CC(C(=O)C(C(C(=CC(C(=O)CC(OC(=O)C3CCCCN3C(=O)C(=O)C1(O2)O)C(C)CC4CCC(C(C4)OC)O)C)C)O)OC)C)C)C)OC. Cell line: A498. Synergy scores: CSS=27.7, Synergy_ZIP=-6.72, Synergy_Bliss=-6.95, Synergy_Loewe=-2.73, Synergy_HSA=-1.28.